The task is: Predict the reactants needed to synthesize the given product.. This data is from Full USPTO retrosynthesis dataset with 1.9M reactions from patents (1976-2016). (1) Given the product [Br:1][C:2]1[CH:7]=[C:6]([CH3:8])[C:5]([C:18]2[CH:19]=[CH:20][O:16][C:17]=2[CH2:21][OH:22])=[C:4]([CH3:10])[CH:3]=1, predict the reactants needed to synthesize it. The reactants are: [Br:1][C:2]1[CH:7]=[C:6]([CH3:8])[C:5](I)=[C:4]([CH3:10])[CH:3]=1.C([Mg]Cl)(C)C.[O:16]1[CH:20]=[CH:19][CH:18]=[C:17]1[CH:21]=[O:22].[Cl-].[NH4+]. (2) Given the product [F:1][C:2]1[CH:3]=[CH:4][C:5]([C:8]2[N:9]=[C:10]([N:21]3[CH:25]=[CH:24][N:23]=[C:22]3[CH3:26])[O:11][C:12]=2[CH2:13][CH2:14][CH2:15][CH2:16][OH:17])=[CH:6][CH:7]=1, predict the reactants needed to synthesize it. The reactants are: [F:1][C:2]1[CH:7]=[CH:6][C:5]([C:8]2[N:9]=[C:10]([N:21]3[CH:25]=[CH:24][N:23]=[C:22]3[CH3:26])[O:11][C:12]=2[CH2:13][CH2:14][CH2:15][C:16](OCC)=[O:17])=[CH:4][CH:3]=1.[H-].[Al+3].[Li+].[H-].[H-].[H-].O.